Dataset: HIV replication inhibition screening data with 41,000+ compounds from the AIDS Antiviral Screen. Task: Binary Classification. Given a drug SMILES string, predict its activity (active/inactive) in a high-throughput screening assay against a specified biological target. (1) The compound is Cc1ccc(NC(=O)c2cc(S(=O)(=O)Nc3n[nH]c(=O)n3-c3ccccc3)c(S)cc2Cl)cc1. The result is 0 (inactive). (2) The molecule is OCC(O)C(OCc1ccccc1)C(NCc1ccccc1)c1cccs1. The result is 0 (inactive). (3) The result is 0 (inactive). The compound is COC1C=CC=C(C)C(=O)NC2=CC(=O)C(NC3CC3)=C(CC(C)CC(OC)C(O)C(C)C=C(C)C1OC(N)=O)C2=O. (4) The molecule is O=C(O)CNS(=O)(=O)c1ccc(NC(=O)c2ccc(Cl)cc2)cc1. The result is 0 (inactive).